From a dataset of Forward reaction prediction with 1.9M reactions from USPTO patents (1976-2016). Predict the product of the given reaction. (1) Given the reactants O=[CH:2][CH2:3][CH2:4][NH:5][C:6](=[O:12])[O:7][C:8]([CH3:11])([CH3:10])[CH3:9].[N:13]1([C:19]([O:21][CH2:22][C:23]2[CH:28]=[C:27]([Cl:29])[CH:26]=[C:25]([Cl:30])[CH:24]=2)=[O:20])[CH2:18][CH2:17][NH:16][CH2:15][CH2:14]1.C(O[BH-](OC(=O)C)OC(=O)C)(=O)C.[Na+], predict the reaction product. The product is: [C:8]([O:7][C:6]([NH:5][CH2:4][CH2:3][CH2:2][N:16]1[CH2:15][CH2:14][N:13]([C:19]([O:21][CH2:22][C:23]2[CH:28]=[C:27]([Cl:29])[CH:26]=[C:25]([Cl:30])[CH:24]=2)=[O:20])[CH2:18][CH2:17]1)=[O:12])([CH3:11])([CH3:10])[CH3:9]. (2) The product is: [O:1]=[C:2]1[C:10]2([CH2:14][O:13][C:12]3[CH:15]=[C:16]4[C:20](=[CH:21][C:11]2=3)[CH2:19][CH2:18][CH2:17]4)[C:9]2[C:4](=[CH:5][CH:6]=[CH:7][CH:8]=2)[N:3]1[CH2:22][C:23]([OH:25])=[O:24]. Given the reactants [O:1]=[C:2]1[C:10]2([CH2:14][O:13][C:12]3[CH:15]=[C:16]4[C:20](=[CH:21][C:11]2=3)[CH2:19][CH2:18][CH2:17]4)[C:9]2[C:4](=[CH:5][CH:6]=[CH:7][CH:8]=2)[N:3]1[CH2:22][C:23]([O:25]CC)=[O:24].O=C1C2(C3=CC4OCOC=4C=C3OC2)C2C(=CC=CC=2)N1CC(OCC)=O, predict the reaction product. (3) Given the reactants [F:1][C:2]([F:15])([F:14])[O:3][C:4]1[CH:9]=[CH:8][C:7]([OH:10])=[C:6]([N+:11]([O-])=O)[CH:5]=1.[H][H], predict the reaction product. The product is: [NH2:11][C:6]1[CH:5]=[C:4]([O:3][C:2]([F:1])([F:14])[F:15])[CH:9]=[CH:8][C:7]=1[OH:10].